From a dataset of Full USPTO retrosynthesis dataset with 1.9M reactions from patents (1976-2016). Predict the reactants needed to synthesize the given product. (1) Given the product [Br:12][CH2:13][CH2:14][CH2:15][CH2:16][CH2:17][C:18]([C:7]1[CH:6]=[C:5]2[C:10](=[CH:9][CH:8]=1)[NH:1][C:2](=[O:11])[CH2:3][CH2:4]2)=[O:19], predict the reactants needed to synthesize it. The reactants are: [NH:1]1[C:10]2[C:5](=[CH:6][CH:7]=[CH:8][CH:9]=2)[CH2:4][CH2:3][C:2]1=[O:11].[Br:12][CH2:13][CH2:14][CH2:15][CH2:16][CH2:17][C:18](Cl)=[O:19]. (2) Given the product [ClH:2].[Cl:2][C:3]1[CH:4]=[C:5]([NH:17][C:18]2[C:19]3[C:26]4[CH2:27][CH2:28][C:29](=[O:30])[CH2:34][C:25]=4[S:24][C:20]=3[N:21]=[CH:22][N:23]=2)[CH:6]=[CH:7][C:8]=1[O:9][CH2:10][C:11]1[CH:16]=[CH:15][CH:14]=[CH:13][N:12]=1, predict the reactants needed to synthesize it. The reactants are: Cl.[Cl:2][C:3]1[CH:4]=[C:5]([NH:17][C:18]2[C:19]3[C:26]4[CH2:27][CH2:28][C:29]5([CH2:34][C:25]=4[S:24][C:20]=3[N:21]=[CH:22][N:23]=2)OCC[O:30]5)[CH:6]=[CH:7][C:8]=1[O:9][CH2:10][C:11]1[CH:16]=[CH:15][CH:14]=[CH:13][N:12]=1.